Predict the reactants needed to synthesize the given product. From a dataset of Full USPTO retrosynthesis dataset with 1.9M reactions from patents (1976-2016). (1) Given the product [C:28]1([C:34]([C:36]2[C:41]([C:42]3[CH:43]=[CH:44][C:45]([S:56]([CH3:1])(=[O:58])=[O:55])=[CH:46][CH:47]=3)=[CH:40][C:39]([C:50]([F:53])([F:51])[F:52])=[CH:38][N:37]=2)=[O:35])[CH:29]=[CH:30][CH:31]=[CH:32][CH:33]=1, predict the reactants needed to synthesize it. The reactants are: [CH3:1]SC1C=CC(C2C(C(C3C=CC=CC=3)C#N)=NC=C(C(F)(F)F)C=2)=CC=1.[C:28]1([C:34]([C:36]2[C:41]([C:42]3[CH:47]=[CH:46][C:45](SC)=[CH:44][CH:43]=3)=[CH:40][C:39]([C:50]([F:53])([F:52])[F:51])=[CH:38][N:37]=2)=[O:35])[CH:33]=[CH:32][CH:31]=[CH:30][CH:29]=1.O[O:55][S:56]([O-:58])=O.[K+].[OH-].[NH4+]. (2) Given the product [CH3:33][C:34]([O:36][C:37]1[CH:44]=[C:43]([O:45][C:46]([CH3:48])=[O:47])[C:41](=[O:42])[C:40]([O:49][C:50]([CH3:52])=[O:51])=[C:39]([O:53][C:54]([CH3:56])=[O:55])[CH:38]=1)=[O:35], predict the reactants needed to synthesize it. The reactants are: COC1C(=O)C(C2C=NC=NC=2)=CC=CC=1.COC1C(=O)C(C2C=NC=NC=2)=CC=CC=1.[CH3:33][C:34]([O:36][C:37]1[CH:44]=[C:43]([O:45][C:46]([CH3:48])=[O:47])[C:41](=[O:42])[C:40]([O:49][C:50]([CH3:52])=[O:51])=[C:39]([O:53][C:54]([CH3:56])=[O:55])[CH:38]=1)=[O:35].COC1C(=O)C(C2C=NC=NC=2)=CC=CC=1. (3) The reactants are: [NH2:1]/[C:2](/[C:9]([F:12])([F:11])[F:10])=[CH:3]/[C:4]([O:6]CC)=O.[H-].[Na+].[F:15][C:16]1([F:34])[O:21][C:20]2[CH:22]=[C:23]([F:29])[C:24]([N:26]=[C:27]=[O:28])=[CH:25][C:19]=2[N:18]([CH2:30][C:31]#[CH:32])[C:17]1=[O:33]. Given the product [F:12][C:9]([F:10])([F:11])[C:2]1[NH:1][C:27](=[O:28])[N:26]([C:24]2[C:23]([F:29])=[CH:22][C:20]3[O:21][C:16]([F:15])([F:34])[C:17](=[O:33])[N:18]([CH2:30][C:31]#[CH:32])[C:19]=3[CH:25]=2)[C:4](=[O:6])[CH:3]=1, predict the reactants needed to synthesize it. (4) Given the product [CH3:21][C:22]1([CH3:38])[C:26]([CH3:28])([CH3:27])[O:25][B:24]([C:2]2[CH:7]=[CH:6][C:5]([CH:8]3[CH2:13][CH2:12][N:11]([C:14]([O:16][C:17]([CH3:20])([CH3:19])[CH3:18])=[O:15])[CH2:10][CH2:9]3)=[CH:4][CH:3]=2)[O:23]1, predict the reactants needed to synthesize it. The reactants are: Br[C:2]1[CH:7]=[CH:6][C:5]([CH:8]2[CH2:13][CH2:12][N:11]([C:14]([O:16][C:17]([CH3:20])([CH3:19])[CH3:18])=[O:15])[CH2:10][CH2:9]2)=[CH:4][CH:3]=1.[CH3:21][C:22]1([CH3:38])[C:26]([CH3:28])([CH3:27])[O:25][B:24]([B:24]2[O:25][C:26]([CH3:28])([CH3:27])[C:22]([CH3:38])([CH3:21])[O:23]2)[O:23]1.CC([O-])=O.[K+]. (5) Given the product [NH2:16][C:2]1[CH:3]=[C:4]([CH:8]=[C:9]([O:11][C:12]([F:15])([F:14])[F:13])[CH:10]=1)[C:5]([OH:7])=[O:6], predict the reactants needed to synthesize it. The reactants are: Br[C:2]1[CH:3]=[C:4]([CH:8]=[C:9]([O:11][C:12]([F:15])([F:14])[F:13])[CH:10]=1)[C:5]([OH:7])=[O:6].[N-:16]=[N+]=[N-].[Na+].CNCCNC.[O-]P([O-])([O-])=O.[K+].[K+].[K+]. (6) Given the product [CH3:1][C:2]1[CH:3]=[C:4]([CH:5]=[CH:12][C:13]([OH:15])=[O:14])[CH:7]=[CH:8][C:9]=1[CH3:10], predict the reactants needed to synthesize it. The reactants are: [CH3:1][C:2]1[CH:3]=[C:4]([CH:7]=[CH:8][C:9]=1[CH3:10])[CH:5]=O.C(O)(=O)[CH2:12][C:13]([OH:15])=[O:14].N1CCCCC1.Cl. (7) Given the product [Si:1]([O:8][C@@H:9]([CH2:13][O:14][CH3:15])[C:10]([NH:23][C:20]1[CH:19]=[N:18][C:17]([CH3:16])=[CH:22][N:21]=1)=[O:12])([C:4]([CH3:5])([CH3:6])[CH3:7])([CH3:2])[CH3:3], predict the reactants needed to synthesize it. The reactants are: [Si:1]([O:8][C@@H:9]([CH2:13][O:14][CH3:15])[C:10]([OH:12])=O)([C:4]([CH3:7])([CH3:6])[CH3:5])([CH3:3])[CH3:2].[CH3:16][C:17]1[N:18]=[CH:19][C:20]([NH2:23])=[N:21][CH:22]=1.